This data is from Full USPTO retrosynthesis dataset with 1.9M reactions from patents (1976-2016). The task is: Predict the reactants needed to synthesize the given product. (1) Given the product [Cl:1][C:2]1[CH:46]=[CH:45][C:5]([CH2:6][C@@H:7]([NH:31][CH:32]2[CH2:33][CH2:34][NH:35][CH2:36][CH2:37]2)[C:8]([N:10]2[CH2:15][CH2:14][CH:13]([N:16]([CH:25]3[CH2:30][CH2:29][CH2:28][CH2:27][CH2:26]3)[C:17]3[CH:22]=[CH:21][C:20]([O:23][CH3:24])=[CH:19][CH:18]=3)[CH2:12][CH2:11]2)=[O:9])=[CH:4][CH:3]=1, predict the reactants needed to synthesize it. The reactants are: [Cl:1][C:2]1[CH:46]=[CH:45][C:5]([CH2:6][C@@H:7]([NH:31][CH:32]2[CH2:37][CH2:36][N:35](C(OC(C)(C)C)=O)[CH2:34][CH2:33]2)[C:8]([N:10]2[CH2:15][CH2:14][CH:13]([N:16]([CH:25]3[CH2:30][CH2:29][CH2:28][CH2:27][CH2:26]3)[C:17]3[CH:22]=[CH:21][C:20]([O:23][CH3:24])=[CH:19][CH:18]=3)[CH2:12][CH2:11]2)=[O:9])=[CH:4][CH:3]=1.Cl. (2) Given the product [O:10]1[CH2:11][CH2:12][CH2:13][O:8][CH:9]1[C:14]1[CH:19]=[CH:18][C:17]([C:20]2[S:21][C:22]3[C:27]([N:28]=2)=[CH:26][CH:25]=[C:24]([C:29]([CH:31]2[CH2:32][CH2:33][CH2:34]2)([OH:30])[CH2:5][Si:2]([CH3:3])([CH3:4])[CH3:1])[N:23]=3)=[C:16]([F:35])[CH:15]=1, predict the reactants needed to synthesize it. The reactants are: [CH3:1][Si:2]([CH2:5][Mg]Cl)([CH3:4])[CH3:3].[O:8]1[CH2:13][CH2:12][CH2:11][O:10][CH:9]1[C:14]1[CH:19]=[CH:18][C:17]([C:20]2[S:21][C:22]3[C:27]([N:28]=2)=[CH:26][CH:25]=[C:24]([C:29]([CH:31]2[CH2:34][CH2:33][CH2:32]2)=[O:30])[N:23]=3)=[C:16]([F:35])[CH:15]=1. (3) Given the product [CH2:1]([O:8][C:9]1[CH:14]=[CH:13][N:12]([CH2:19][CH:20]2[CH2:23][CH2:22][CH2:21]2)[C:11](=[O:15])[CH:10]=1)[C:2]1[CH:3]=[CH:4][CH:5]=[CH:6][CH:7]=1, predict the reactants needed to synthesize it. The reactants are: [CH2:1]([O:8][C:9]1[CH:14]=[CH:13][NH:12][C:11](=[O:15])[CH:10]=1)[C:2]1[CH:7]=[CH:6][CH:5]=[CH:4][CH:3]=1.[H-].[Na+].Br[CH2:19][CH:20]1[CH2:23][CH2:22][CH2:21]1. (4) The reactants are: [NH2:1][CH2:2][CH2:3][C:4]1[CH:9]=[CH:8][C:7]([S:10][C:11]([CH3:20])([CH3:19])[C:12]([O:14][C:15]([CH3:18])([CH3:17])[CH3:16])=[O:13])=[CH:6][CH:5]=1.[CH:21](=O)[C:22]1[O:26][CH:25]=[CH:24][CH:23]=1.C([BH3-])#N.[Na+].Cl. Given the product [O:26]1[CH:25]=[CH:24][CH:23]=[C:22]1[CH2:21][NH:1][CH2:2][CH2:3][C:4]1[CH:5]=[CH:6][C:7]([S:10][C:11]([CH3:20])([CH3:19])[C:12]([O:14][C:15]([CH3:18])([CH3:17])[CH3:16])=[O:13])=[CH:8][CH:9]=1, predict the reactants needed to synthesize it. (5) Given the product [F:3][C:4]([F:26])([C:7]([F:24])([F:25])[C:8]([F:22])([F:23])[C:9]([F:20])([F:21])[C:10]([F:18])([F:19])[C:11]([F:17])([F:16])[C:12]([F:15])([F:14])[F:13])[CH2:5][O:6][CH2:28][C:29]1([CH3:33])[CH2:32][O:31][CH2:30]1, predict the reactants needed to synthesize it. The reactants are: [H-].[Na+].[F:3][C:4]([F:26])([C:7]([F:25])([F:24])[C:8]([F:23])([F:22])[C:9]([F:21])([F:20])[C:10]([F:19])([F:18])[C:11]([F:17])([F:16])[C:12]([F:15])([F:14])[F:13])[CH2:5][OH:6].Cl[CH2:28][C:29]1([CH3:33])[CH2:32][O:31][CH2:30]1.